This data is from Full USPTO retrosynthesis dataset with 1.9M reactions from patents (1976-2016). The task is: Predict the reactants needed to synthesize the given product. (1) Given the product [N:21]1([C:19]2[N:20]=[C:15]([N:14]3[C:8]4[CH:7]=[C:6]([C:4]5[CH:3]=[N:2][N:1]([CH3:32])[CH:5]=5)[N:11]=[CH:10][C:9]=4[CH:12]=[N:13]3)[CH:16]=[CH:17][CH:18]=2)[CH2:27][CH2:26][CH2:25][NH:24][CH2:23][CH2:22]1, predict the reactants needed to synthesize it. The reactants are: [NH:1]1[CH:5]=[C:4]([C:6]2[N:11]=[CH:10][C:9]3[CH:12]=[N:13][N:14]([C:15]4[N:20]=[C:19]([N:21]5[CH2:27][CH2:26][CH2:25][N:24](C([O-])=O)[CH2:23][CH2:22]5)[CH:18]=[CH:17][CH:16]=4)[C:8]=3[CH:7]=2)[CH:3]=[N:2]1.Cl.[CH3:32]O. (2) Given the product [C:17]([O:16][C:14]([N:11]1[CH2:12][CH2:13][CH:8]([C:3]2[C:2]([O:35][C:32]3[CH:31]=[CH:30][C:29]([NH:28][C:25]4[CH:24]=[CH:23][C:22]([CH3:21])=[CH:27][N:26]=4)=[CH:34][CH:33]=3)=[N:7][CH:6]=[CH:5][N:4]=2)[CH2:9][CH2:10]1)=[O:15])([CH3:20])([CH3:19])[CH3:18], predict the reactants needed to synthesize it. The reactants are: F[C:2]1[C:3]([CH:8]2[CH2:13][CH2:12][N:11]([C:14]([O:16][C:17]([CH3:20])([CH3:19])[CH3:18])=[O:15])[CH2:10][CH2:9]2)=[N:4][CH:5]=[CH:6][N:7]=1.[CH3:21][C:22]1[CH:23]=[CH:24][C:25]([NH:28][C:29]2[CH:34]=[CH:33][C:32]([OH:35])=[CH:31][CH:30]=2)=[N:26][CH:27]=1.CC(C)([O-])C.[Na+].O.